This data is from NCI-60 drug combinations with 297,098 pairs across 59 cell lines. The task is: Regression. Given two drug SMILES strings and cell line genomic features, predict the synergy score measuring deviation from expected non-interaction effect. (1) Drug 1: CN1C(=O)N2C=NC(=C2N=N1)C(=O)N. Drug 2: C(CCl)NC(=O)N(CCCl)N=O. Cell line: RXF 393. Synergy scores: CSS=-5.48, Synergy_ZIP=5.78, Synergy_Bliss=4.90, Synergy_Loewe=-6.90, Synergy_HSA=-5.35. (2) Drug 1: CC1=C2C(C(=O)C3(C(CC4C(C3C(C(C2(C)C)(CC1OC(=O)C(C(C5=CC=CC=C5)NC(=O)OC(C)(C)C)O)O)OC(=O)C6=CC=CC=C6)(CO4)OC(=O)C)OC)C)OC. Drug 2: CN(CC1=CN=C2C(=N1)C(=NC(=N2)N)N)C3=CC=C(C=C3)C(=O)NC(CCC(=O)O)C(=O)O. Cell line: HS 578T. Synergy scores: CSS=37.8, Synergy_ZIP=-0.0196, Synergy_Bliss=-2.13, Synergy_Loewe=-14.0, Synergy_HSA=-1.15.